This data is from Forward reaction prediction with 1.9M reactions from USPTO patents (1976-2016). The task is: Predict the product of the given reaction. (1) Given the reactants [C:1]1([S:7]([N:10]2[C:18]3[C:13](=[CH:14][CH:15]=[C:16]([S:19]([NH:22][CH2:23][CH2:24][NH:25][C:26]([CH:28]4[CH2:33][CH2:32][N:31]([C:34]5[CH:39]=[CH:38][C:37](=[O:40])[N:36]([CH3:41])[N:35]=5)[CH2:30][CH2:29]4)=[O:27])(=[O:21])=[O:20])[CH:17]=3)[C:12]([Cl:42])=[CH:11]2)(=[O:9])=[O:8])[CH:6]=[CH:5][CH:4]=[CH:3][CH:2]=1.[CH2:43](Br)[CH:44]=[CH2:45].C(=O)([O-])[O-].[K+].[K+], predict the reaction product. The product is: [CH2:45]([N:22]([S:19]([C:16]1[CH:17]=[C:18]2[C:13]([C:12]([Cl:42])=[CH:11][N:10]2[S:7]([C:1]2[CH:2]=[CH:3][CH:4]=[CH:5][CH:6]=2)(=[O:8])=[O:9])=[CH:14][CH:15]=1)(=[O:21])=[O:20])[CH2:23][CH2:24][NH:25][C:26]([CH:28]1[CH2:33][CH2:32][N:31]([C:34]2[CH:39]=[CH:38][C:37](=[O:40])[N:36]([CH3:41])[N:35]=2)[CH2:30][CH2:29]1)=[O:27])[CH:44]=[CH2:43]. (2) Given the reactants [CH2:1]([C:3]1[CH:8]=[CH:7][CH:6]=[C:5]([CH2:9][CH3:10])[C:4]=1[C:11]1[CH:12]=[C:13]2[CH:19]=[CH:18][NH:17][C:14]2=[CH:15][N:16]=1)[CH3:2].C[O:21][C:22]([CH:24]1[CH2:29][CH2:28][C:27](=O)[CH2:26][CH2:25]1)=[O:23].[OH-].[K+], predict the reaction product. The product is: [CH2:1]([C:3]1[CH:8]=[CH:7][CH:6]=[C:5]([CH2:9][CH3:10])[C:4]=1[C:11]1[CH:12]=[C:13]2[C:19]([C:27]3[CH2:28][CH2:29][CH:24]([C:22]([OH:23])=[O:21])[CH2:25][CH:26]=3)=[CH:18][NH:17][C:14]2=[CH:15][N:16]=1)[CH3:2]. (3) Given the reactants [CH3:1][O:2][CH2:3][C@H:4]([CH3:24])[O:5][C:6]1[CH:7]=[C:8]([CH:12]=[C:13]([O:15][CH2:16][CH2:17][C:18]2[CH:23]=[CH:22][CH:21]=[CH:20][CH:19]=2)[CH:14]=1)[C:9]([OH:11])=O.[CH2:25]([O:27][C:28](=[O:37])[CH2:29][S:30][C:31]1[S:35][C:34]([NH2:36])=[N:33][CH:32]=1)[CH3:26], predict the reaction product. The product is: [CH2:25]([O:27][C:28](=[O:37])[CH2:29][S:30][C:31]1[S:35][C:34]([NH:36][C:9](=[O:11])[C:8]2[CH:12]=[C:13]([O:15][CH2:16][CH2:17][C:18]3[CH:23]=[CH:22][CH:21]=[CH:20][CH:19]=3)[CH:14]=[C:6]([O:5][C@@H:4]([CH3:24])[CH2:3][O:2][CH3:1])[CH:7]=2)=[N:33][CH:32]=1)[CH3:26]. (4) The product is: [CH2:11]([O:18][C:19]1[CH:24]=[CH:23][N:22]([C:25]2[S:26][C:27]([C:31]([NH:10][CH:2]3[CH2:3][C:4]4[C:9](=[CH:8][CH:7]=[CH:6][CH:5]=4)[CH2:1]3)=[O:32])=[C:28]([CH3:30])[N:29]=2)[C:21](=[O:34])[CH:20]=1)[C:12]1[CH:17]=[CH:16][CH:15]=[CH:14][CH:13]=1. Given the reactants [CH2:1]1[C:9]2[C:4](=[CH:5][CH:6]=[CH:7][CH:8]=2)[CH2:3][CH:2]1[NH2:10].[CH2:11]([O:18][C:19]1[CH:24]=[CH:23][N:22]([C:25]2[S:26][C:27]([C:31](O)=[O:32])=[C:28]([CH3:30])[N:29]=2)[C:21](=[O:34])[CH:20]=1)[C:12]1[CH:17]=[CH:16][CH:15]=[CH:14][CH:13]=1, predict the reaction product. (5) The product is: [Cl:1][C:2]1[CH:3]=[C:4]([C:12]([OH:14])=[O:13])[CH:5]=[N:6][C:7]=1[O:8][CH:9]([CH3:11])[CH3:10]. Given the reactants [Cl:1][C:2]1[CH:3]=[C:4]([C:12]([O:14]C(C)C)=[O:13])[CH:5]=[N:6][C:7]=1[O:8][CH:9]([CH3:11])[CH3:10].[OH-].[Na+], predict the reaction product. (6) Given the reactants [O:1]=[C:2]1[NH:11][C:10]2[N:9]=[C:8]([O:12][CH:13]([CH3:18])[CH2:14][CH2:15][CH:16]=O)[CH:7]=[CH:6][C:5]=2[CH2:4][CH2:3]1.Cl.[Cl:20][C:21]1[C:26]([Cl:27])=[CH:25][CH:24]=[CH:23][C:22]=1[N:28]1[CH2:33][CH2:32][NH:31][CH2:30][CH2:29]1.CCN(CC)CC.[BH-](OC(C)=O)(OC(C)=O)OC(C)=O.[Na+], predict the reaction product. The product is: [Cl:20][C:21]1[C:26]([Cl:27])=[CH:25][CH:24]=[CH:23][C:22]=1[N:28]1[CH2:33][CH2:32][N:31]([CH2:16][CH2:15][CH2:14][CH:13]([CH3:18])[O:12][C:8]2[N:9]=[C:10]3[C:5]([CH2:4][CH2:3][C:2](=[O:1])[NH:11]3)=[CH:6][CH:7]=2)[CH2:30][CH2:29]1. (7) Given the reactants [F:1][C:2]1[CH:7]=[CH:6][C:5]([N:8]([CH3:10])[CH3:9])=[CH:4][C:3]=1[N+:11]([O-])=O.[H][H], predict the reaction product. The product is: [F:1][C:2]1[CH:7]=[CH:6][C:5]([N:8]([CH3:9])[CH3:10])=[CH:4][C:3]=1[NH2:11]. (8) Given the reactants [N+:1]([C:4]1[CH:5]=[C:6]([OH:14])[CH:7]=[C:8]([C:10]([F:13])([F:12])[F:11])[CH:9]=1)([O-:3])=[O:2].O[CH:16]1[CH2:21][CH2:20][N:19]([C:22]([O:24][C:25]([CH3:28])([CH3:27])[CH3:26])=[O:23])[CH2:18][CH2:17]1.C1C=CC(P(C2C=CC=CC=2)C2C=CC=CC=2)=CC=1.CC(OC(/N=N/C(OC(C)C)=O)=O)C, predict the reaction product. The product is: [N+:1]([C:4]1[CH:5]=[C:6]([CH:7]=[C:8]([C:10]([F:11])([F:12])[F:13])[CH:9]=1)[O:14][CH:16]1[CH2:21][CH2:20][N:19]([C:22]([O:24][C:25]([CH3:28])([CH3:27])[CH3:26])=[O:23])[CH2:18][CH2:17]1)([O-:3])=[O:2].